This data is from Catalyst prediction with 721,799 reactions and 888 catalyst types from USPTO. The task is: Predict which catalyst facilitates the given reaction. (1) Reactant: [CH2:1]=[O:2].[Mg+2].[Cl-].[Cl-].[Br:6][C:7]1[CH:12]=[CH:11][CH:10]=[CH:9][C:8]=1[OH:13].Cl. Product: [Br:6][C:7]1[C:8]([OH:13])=[C:9]([CH:10]=[CH:11][CH:12]=1)[CH:1]=[O:2]. The catalyst class is: 556. (2) Reactant: C(N(C(C)C)CC)(C)C.[CH3:10][N:11]([CH3:16])[CH2:12][C:13](O)=[O:14].C1C=CC2N(O)N=NC=2C=1.C(Cl)CCl.[NH2:31][C:32]1[C:33]([NH:47][CH2:48][CH:49]2[CH2:54][CH2:53][N:52]([C:55]([O:57][C:58]([CH3:61])([CH3:60])[CH3:59])=[O:56])[CH2:51][CH2:50]2)=[CH:34][C:35]([NH:38][C:39]2[CH:44]=[N:43][C:42]([C:45]#[N:46])=[CH:41][N:40]=2)=[N:36][CH:37]=1. Product: [C:45]([C:42]1[N:43]=[CH:44][C:39]([NH:38][C:35]2[N:36]=[CH:37][C:32]([NH:31][C:13](=[O:14])[CH2:12][N:11]([CH3:16])[CH3:10])=[C:33]([NH:47][CH2:48][CH:49]3[CH2:54][CH2:53][N:52]([C:55]([O:57][C:58]([CH3:61])([CH3:60])[CH3:59])=[O:56])[CH2:51][CH2:50]3)[CH:34]=2)=[N:40][CH:41]=1)#[N:46]. The catalyst class is: 3. (3) Reactant: Cl.[CH3:2][NH:3][CH3:4].[C:5]([O:9][C:10]([C:12]1[CH:20]=[CH:19][C:15]([C:16](O)=[O:17])=[CH:14][C:13]=1[Cl:21])=[O:11])([CH3:8])([CH3:7])[CH3:6]. Product: [Cl:21][C:13]1[CH:14]=[C:15]([C:16](=[O:17])[N:3]([CH3:4])[CH3:2])[CH:19]=[CH:20][C:12]=1[C:10]([O:9][C:5]([CH3:8])([CH3:7])[CH3:6])=[O:11]. The catalyst class is: 13. (4) Reactant: [Br:1][C:2]1[CH:7]=[C:6]([F:8])[C:5]([S:9](Cl)(=O)=O)=[C:4]([F:13])[CH:3]=1.C1C=CC(P(C2C=CC=CC=2)C2C=CC=CC=2)=CC=1.O. Product: [Br:1][C:2]1[CH:7]=[C:6]([F:8])[C:5]([SH:9])=[C:4]([F:13])[CH:3]=1. The catalyst class is: 1. (5) Reactant: [CH3:1][P:2](=[O:7])([O:5][CH3:6])[O:3][CH3:4].C([Li])CCC.[C:13]([O:17][C:18]([NH:20][C:21]1[CH:26]=[CH:25][C:24]([Cl:27])=[CH:23][C:22]=1[C:28]1[CH:36]=[C:35]2[N:31]([CH:32]([C:37](OC)=[O:38])[CH2:33][CH2:34]2)[C:30](=[O:41])[CH:29]=1)=[O:19])([CH3:16])([CH3:15])[CH3:14].[Cl-].[NH4+]. Product: [Cl:27][C:24]1[CH:25]=[CH:26][C:21]([NH:20][C:18](=[O:19])[O:17][C:13]([CH3:16])([CH3:14])[CH3:15])=[C:22]([C:28]2[CH:36]=[C:35]3[N:31]([CH:32]([C:37](=[O:38])[CH2:1][P:2]([O:5][CH3:6])([O:3][CH3:4])=[O:7])[CH2:33][CH2:34]3)[C:30](=[O:41])[CH:29]=2)[CH:23]=1. The catalyst class is: 30. (6) Reactant: ClC1C=C(C=CC=1)C(OO)=O.[Br:12][C:13]1[CH:14]=[C:15]2[C:20](=[CH:21][CH:22]=1)[CH:19]=[C:18]([S:23][C:24]1[CH:29]=[CH:28][CH:27]=[CH:26][C:25]=1[C@@H:30]([OH:32])[CH3:31])[CH:17]=[CH:16]2.[OH-:33].[Ca+2].[OH-:35]. Product: [Br:12][C:13]1[CH:14]=[C:15]2[C:20](=[CH:21][CH:22]=1)[CH:19]=[C:18]([S:23]([C:24]1[CH:29]=[CH:28][CH:27]=[CH:26][C:25]=1[C@@H:30]([OH:32])[CH3:31])(=[O:35])=[O:33])[CH:17]=[CH:16]2. The catalyst class is: 4. (7) Reactant: C([O:9][CH2:10][CH2:11][N:12]1[C:20]2[C:19](Cl)=[N:18][CH:17]=[N:16][C:15]=2[CH:14]=[CH:13]1)(=O)C1C=CC=CC=1.[NH2:22][C:23]1[CH:45]=[CH:44][C:26]([O:27][C:28]2[CH:29]=[C:30]([C:34]3([C:37]([NH:39][C:40]([CH3:43])([CH3:42])[CH3:41])=[O:38])[CH2:36][CH2:35]3)[CH:31]=[CH:32][CH:33]=2)=[C:25]([Cl:46])[CH:24]=1.[OH-].[Na+]. Product: [C:40]([NH:39][C:37]([C:34]1([C:30]2[CH:31]=[CH:32][CH:33]=[C:28]([O:27][C:26]3[CH:44]=[CH:45][C:23]([NH:22][C:19]4[C:20]5[N:12]([CH2:11][CH2:10][OH:9])[CH:13]=[CH:14][C:15]=5[N:16]=[CH:17][N:18]=4)=[CH:24][C:25]=3[Cl:46])[CH:29]=2)[CH2:35][CH2:36]1)=[O:38])([CH3:43])([CH3:41])[CH3:42]. The catalyst class is: 32. (8) Reactant: [CH3:1][O:2][C:3](=[O:42])[C:4]1[CH:9]=[C:8]([O:10][C:11]2[CH:16]=[CH:15][C:14]([NH:17][S:18]([C:21]3[CH:26]=[CH:25][C:24]([CH3:27])=[CH:23][CH:22]=3)(=[O:20])=[O:19])=[C:13]([C:28](=O)[NH2:29])[CH:12]=2)[CH:7]=[CH:6][C:5]=1[NH:31][S:32]([C:35]1[CH:40]=[CH:39][C:38]([CH3:41])=[CH:37][CH:36]=1)(=[O:34])=[O:33].O=P(Cl)(Cl)Cl. Product: [CH3:1][O:2][C:3](=[O:42])[C:4]1[CH:9]=[C:8]([O:10][C:11]2[CH:16]=[CH:15][C:14]([NH:17][S:18]([C:21]3[CH:22]=[CH:23][C:24]([CH3:27])=[CH:25][CH:26]=3)(=[O:19])=[O:20])=[C:13]([C:28]#[N:29])[CH:12]=2)[CH:7]=[CH:6][C:5]=1[NH:31][S:32]([C:35]1[CH:36]=[CH:37][C:38]([CH3:41])=[CH:39][CH:40]=1)(=[O:34])=[O:33]. The catalyst class is: 1. (9) Reactant: [CH3:1][Si:2]([CH3:28])([CH3:27])[O:3][CH:4]1[CH:9]([O:10][Si:11]([CH3:14])([CH3:13])[CH3:12])[CH:8]([O:15][Si:16]([CH3:19])([CH3:18])[CH3:17])[CH:7]([CH2:20][O:21][Si:22]([CH3:25])([CH3:24])[CH3:23])[O:6][C:5]1=[O:26].C(N(CC)CC)C.[CH3:36][Si:37](Cl)([CH3:39])[CH3:38].C[Si](C)(C)O[C:44]1([C:71]2[CH:76]=[C:75](Br)[CH:74]=[CH:73][C:72]=2[CH:78]([O:81][CH:82]([CH3:84])[CH3:83])[O:79][CH3:80])C(O[Si](C)(C)C)C(O[Si](C)(C)C)C(O[Si](C)(C)C)C(CO[Si](C)(C)C)[O:45]1.C([Li])CCC.CCCCCC.[CH2:98]([C:100]1[CH:107]=[CH:106][C:103](C=O)=[CH:102][CH:101]=1)[CH3:99].[Cl-].[NH4+]. Product: [CH3:36][Si:37]([CH3:39])([CH3:38])[O:26][C:5]1([C:73]2[CH:74]=[C:75]([C:103]3[CH:106]=[CH:107][C:100]([CH2:98][CH3:99])=[CH:101][CH:102]=3)[CH:76]=[C:71]([CH2:44][OH:45])[C:72]=2[CH:78]([O:81][CH:82]([CH3:83])[CH3:84])[O:79][CH3:80])[CH:4]([O:3][Si:2]([CH3:28])([CH3:27])[CH3:1])[CH:9]([O:10][Si:11]([CH3:12])([CH3:13])[CH3:14])[CH:8]([O:15][Si:16]([CH3:19])([CH3:18])[CH3:17])[CH:7]([CH2:20][O:21][Si:22]([CH3:25])([CH3:24])[CH3:23])[O:6]1. The catalyst class is: 7.